Dataset: Reaction yield outcomes from USPTO patents with 853,638 reactions. Task: Predict the reaction yield, written as a fraction of the theoretical maximum amount of product (1.0 means a 100% yield; for example, 0.34 means a 34% yield). (1) The reactants are F[C:2]1[CH:11]=[CH:10][C:5]([C:6]([O:8][CH3:9])=[O:7])=[CH:4][CH:3]=1.[CH3:12][C:13]1[N:14]=[CH:15][NH:16][CH:17]=1.C(=O)([O-])[O-].[K+].[K+].CN(C=O)C. The catalyst is O. The product is [CH3:12][C:13]1[N:14]=[CH:15][N:16]([C:2]2[CH:11]=[CH:10][C:5]([C:6]([O:8][CH3:9])=[O:7])=[CH:4][CH:3]=2)[CH:17]=1. The yield is 0.100. (2) The reactants are C(N(CC)CC)C.CC(C)(C)C(Cl)=O.[C:15]([OH:23])(=O)[CH:16]=[CH:17][CH2:18][CH2:19][CH2:20][CH3:21].[CH2:24]1[O:29][C:27](=[O:28])[NH:26][CH:25]1[CH2:30][C:31]1[CH:36]=[CH:35][CH:34]=[CH:33][CH:32]=1.[Li]CCCC. The catalyst is C1COCC1.CCOC(C)=O.CCCCCC. The product is [CH2:30]([C@@H:25]1[CH2:24][O:29][C:27](=[O:28])[N:26]1[C:15](=[O:23])/[CH:16]=[CH:17]/[CH2:18][CH2:19][CH2:20][CH3:21])[C:31]1[CH:32]=[CH:33][CH:34]=[CH:35][CH:36]=1. The yield is 0.928. (3) The reactants are Cl[C:2]1[C:7]([CH:8]([CH3:14])[C:9]([O:11][CH2:12]C)=[O:10])=[CH:6][N:5]=[CH:4][N:3]=1.[Na].[CH3:16][OH:17]. No catalyst specified. The product is [CH3:16][O:17][C:2]1[C:7]([CH:8]([CH3:14])[C:9]([O:11][CH3:12])=[O:10])=[CH:6][N:5]=[CH:4][N:3]=1. The yield is 0.930. (4) The reactants are [Cl:1][C:2]1[CH:7]=[CH:6][C:5]([OH:8])=[C:4]([O:9][C:10]2[CH:15]=[CH:14][CH:13]=[C:12]([F:16])[CH:11]=2)[CH:3]=1.[CH3:17][O:18][C:19](=[O:39])[CH2:20][CH2:21][C:22]1[CH:27]=[CH:26][C:25]([O:28][CH2:29][CH2:30][CH:31](OS(C)(=O)=O)[CH3:32])=[CH:24][C:23]=1[CH3:38]. No catalyst specified. The product is [CH3:17][O:18][C:19](=[O:39])[CH2:20][CH2:21][C:22]1[CH:27]=[CH:26][C:25]([O:28][CH2:29][CH2:30][C@@H:31]([O:8][C:5]2[CH:6]=[CH:7][C:2]([Cl:1])=[CH:3][C:4]=2[O:9][C:10]2[CH:15]=[CH:14][CH:13]=[C:12]([F:16])[CH:11]=2)[CH3:32])=[CH:24][C:23]=1[CH3:38]. The yield is 0.640. (5) The reactants are [NH2:1][C:2]1[CH:7]=[CH:6][C:5](Br)=[CH:4][N:3]=1.[C:9]([O:13][CH2:14][C:15]1[CH:20]=[CH:19][CH:18]=[CH:17][CH:16]=1)(=[O:12])[CH:10]=[CH2:11].C1(C)C=CC=CC=1P(C1C=CC=CC=1C)C1C=CC=CC=1C.C(N(C(C)C)CC)(C)C. The catalyst is C(#N)CC.CC([O-])=O.CC([O-])=O.[Pd+2]. The product is [NH2:1][C:2]1[N:3]=[CH:4][C:5](/[CH:11]=[CH:10]/[C:9]([O:13][CH2:14][C:15]2[CH:20]=[CH:19][CH:18]=[CH:17][CH:16]=2)=[O:12])=[CH:6][CH:7]=1. The yield is 0.390. (6) The reactants are [C:1]([C:5]1[CH:10]=[CH:9][C:8]([N:11]2[C:19]3[C:14](=[CH:15][CH:16]=[CH:17][CH:18]=3)[C:13]([CH:20]=[O:21])=[C:12]2Cl)=[CH:7][CH:6]=1)([CH3:4])([CH3:3])[CH3:2].C1(P(C2C=CC=CC=2)C2C=CC3C(=CC=CC=3)C=2C2C3C(=CC=CC=3)C=CC=2P(C2C=CC=CC=2)C2C=CC=CC=2)C=CC=CC=1.[CH3:69][CH:70]1[CH2:72][NH:71]1.O. The product is [C:1]([C:5]1[CH:10]=[CH:9][C:8]([N:11]2[C:19]3[C:14](=[CH:15][CH:16]=[CH:17][CH:18]=3)[C:13]([CH:20]=[O:21])=[C:12]2[N:71]2[CH2:72][CH:70]2[CH3:69])=[CH:7][CH:6]=1)([CH3:4])([CH3:3])[CH3:2]. The yield is 0.660. The catalyst is C1(C)C=CC=CC=1.C1C=CC(/C=C/C(/C=C/C2C=CC=CC=2)=O)=CC=1.C1C=CC(/C=C/C(/C=C/C2C=CC=CC=2)=O)=CC=1.C1C=CC(/C=C/C(/C=C/C2C=CC=CC=2)=O)=CC=1.[Pd].[Pd]. (7) The reactants are [NH2:1][C:2]1[N:7]([C:8]2[C:41]([F:42])=[CH:40][C:11]([O:12][CH2:13][CH2:14][CH2:15][C@@:16]([CH3:39])([C:32]([O:34]C(C)(C)C)=[O:33])[N:17](C(OC(C)(C)C)=O)C(OC(C)(C)C)=O)=[CH:10][C:9]=2[F:43])[C:6](=[O:44])[CH:5]=[CH:4][C:3]=1[C:45](=[O:54])[C:46]1[CH:51]=[CH:50][C:49]([F:52])=[CH:48][C:47]=1[F:53]. The catalyst is C(O)(C(F)(F)F)=O.C(Cl)Cl. The product is [NH2:1][C:2]1[N:7]([C:8]2[C:9]([F:43])=[CH:10][C:11]([O:12][CH2:13][CH2:14][CH2:15][C@@:16]([CH3:39])([C:32]([OH:34])=[O:33])[NH2:17])=[CH:40][C:41]=2[F:42])[C:6](=[O:44])[CH:5]=[CH:4][C:3]=1[C:45](=[O:54])[C:46]1[CH:51]=[CH:50][C:49]([F:52])=[CH:48][C:47]=1[F:53]. The yield is 0.400.